Dataset: Full USPTO retrosynthesis dataset with 1.9M reactions from patents (1976-2016). Task: Predict the reactants needed to synthesize the given product. (1) The reactants are: [H-].[Al+3].[Li+].[H-].[H-].[H-].CON(C)[C:10](=[O:26])[C:11]1[CH:22]=[C:21]([N+:23]([O-:25])=[O:24])[CH:20]=[C:13]([C:14](N(OC)C)=[O:15])[CH:12]=1.[OH-].[Na+].O. Given the product [N+:23]([C:21]1[CH:20]=[C:13]([CH:14]=[O:15])[CH:12]=[C:11]([CH:22]=1)[CH:10]=[O:26])([O-:25])=[O:24], predict the reactants needed to synthesize it. (2) Given the product [CH3:24][CH:25]([O:33][C:3]1[N:8]=[C:7]([C:9]2[CH:14]=[CH:13][C:12]([Cl:15])=[CH:11][CH:10]=2)[C:6]([C:16]2[CH:21]=[CH:20][C:19]([Cl:22])=[CH:18][C:17]=2[Cl:23])=[CH:5][N:4]=1)[C:26]1[CH:31]=[CH:30][C:29]([F:32])=[CH:28][CH:27]=1, predict the reactants needed to synthesize it. The reactants are: CS[C:3]1[N:8]=[C:7]([C:9]2[CH:14]=[CH:13][C:12]([Cl:15])=[CH:11][CH:10]=2)[C:6]([C:16]2[CH:21]=[CH:20][C:19]([Cl:22])=[CH:18][C:17]=2[Cl:23])=[CH:5][N:4]=1.[CH3:24][CH:25]([OH:33])[C:26]1[CH:31]=[CH:30][C:29]([F:32])=[CH:28][CH:27]=1. (3) Given the product [C:12]1([N:18]2[CH2:19][CH2:20][N:21]([C:24]([O:9][CH2:8][C@H:4]3[O:5][CH2:6][CH2:7][N:2]([CH3:1])[CH2:3]3)=[O:25])[CH2:22][CH2:23]2)[CH:13]=[CH:14][CH:15]=[CH:16][CH:17]=1, predict the reactants needed to synthesize it. The reactants are: [CH3:1][N:2]1[CH2:7][CH2:6][O:5][C@H:4]([CH2:8][OH:9])[CH2:3]1.[H-].[Na+].[C:12]1([N:18]2[CH2:23][CH2:22][N:21]([C:24](OC3C=CC([N+]([O-])=O)=CC=3)=[O:25])[CH2:20][CH2:19]2)[CH:17]=[CH:16][CH:15]=[CH:14][CH:13]=1. (4) Given the product [F:1][C:2]1[CH:7]=[CH:6][C:5]([C:8]2[N:9]=[C:10]3[CH2:15][N:14]([C:16]([O:18][C:19]([CH3:20])([CH3:22])[CH3:21])=[O:17])[CH2:13][CH2:12][N:11]3[C:23]=2[I:31])=[CH:4][CH:3]=1, predict the reactants needed to synthesize it. The reactants are: [F:1][C:2]1[CH:7]=[CH:6][C:5]([C:8]2[N:9]=[C:10]3[CH2:15][N:14]([C:16]([O:18][C:19]([CH3:22])([CH3:21])[CH3:20])=[O:17])[CH2:13][CH2:12][N:11]3[CH:23]=2)=[CH:4][CH:3]=1.C1C(=O)N([I:31])C(=O)C1.